Dataset: Catalyst prediction with 721,799 reactions and 888 catalyst types from USPTO. Task: Predict which catalyst facilitates the given reaction. (1) Reactant: [Cl:1][C:2]1[CH:3]=[C:4]([CH:8]=[CH:9][C:10]=1[NH:11][C:12]1[CH2:17][CH2:16][CH2:15][C:14](=[O:18])[C:13]=1[CH3:19])[C:5]([OH:7])=O.[CH3:20][O:21][C:22]1[CH:27]=[CH:26][C:25]([NH2:28])=[CH:24][CH:23]=1. Product: [Cl:1][C:2]1[CH:3]=[C:4]([CH:8]=[CH:9][C:10]=1[NH:11][C:12]1[CH2:17][CH2:16][CH2:15][C:14](=[O:18])[C:13]=1[CH3:19])[C:5]([NH:28][C:25]1[CH:26]=[CH:27][C:22]([O:21][CH3:20])=[CH:23][CH:24]=1)=[O:7]. The catalyst class is: 25. (2) Reactant: [CH3:1][O:2][C:3]1[CH:22]=[CH:21][C:6]2[NH:7][C:8]([S:10][CH2:11][C:12]3[C:17]([CH3:18])=[C:16](Cl)[C:15]([CH3:20])=[CH:14][N:13]=3)=[N:9][C:5]=2[CH:4]=1.[CH3:23][OH:24].C[O-].[Na+].Cl. Product: [CH3:1][O:2][C:3]1[CH:22]=[CH:21][C:6]2[NH:7][C:8]([S:10][CH2:11][C:12]3[C:17]([CH3:18])=[C:16]([O:24][CH3:23])[C:15]([CH3:20])=[CH:14][N:13]=3)=[N:9][C:5]=2[CH:4]=1. The catalyst class is: 13.